From a dataset of Forward reaction prediction with 1.9M reactions from USPTO patents (1976-2016). Predict the product of the given reaction. (1) Given the reactants [Br:1][C:2]1[CH:3]=[N:4][N:5]2[CH:10]=[CH:9][C:8]([N:11]3[CH2:16][CH2:15][NH:14][CH2:13][CH2:12]3)=[N:7][C:6]=12.[NH:17](C(OC(C)(C)C)=O)[C@H:18]([C:22](O)=[O:23])[CH2:19][O:20][CH3:21].CN(C(ON1N=NC2C=CC=NC1=2)=[N+](C)C)C.F[P-](F)(F)(F)(F)F.C(N(CC)CC)C, predict the reaction product. The product is: [NH2:17][C@@H:18]([CH2:19][O:20][CH3:21])[C:22]([N:14]1[CH2:15][CH2:16][N:11]([C:8]2[CH:9]=[CH:10][N:5]3[N:4]=[CH:3][C:2]([Br:1])=[C:6]3[N:7]=2)[CH2:12][CH2:13]1)=[O:23]. (2) Given the reactants [CH:1]([C:3]1[CH:4]=[C:5]([CH:11]=[CH:12][CH:13]=1)[O:6][CH2:7][C:8]([OH:10])=[O:9])=[O:2].C1(N=C=NC2CCCCC2)CCCCC1.[Br:29][CH2:30][CH2:31][CH2:32]O, predict the reaction product. The product is: [Br-:29].[CH:1]([C:3]1[CH:4]=[C:5]([CH:11]=[CH:12][CH:13]=1)[O:6][CH2:7][C:8]([O:10][CH2:32][CH2:31][CH2:30][Br:29])=[O:9])=[O:2]. (3) The product is: [F:20][C:15]1[CH:14]=[C:13]([CH2:12][S:9]([Cl:26])(=[O:11])=[O:10])[CH:18]=[CH:17][C:16]=1[F:19]. Given the reactants ClC1N=NC(N[S:9]([CH2:12][C:13]2[CH:18]=[CH:17][C:16]([F:19])=[C:15]([F:20])[CH:14]=2)(=[O:11])=[O:10])=C(O)C=1.CS([Cl:26])(=O)=O, predict the reaction product. (4) The product is: [CH:1]1([C:33]2[CH:41]=[C:40]([CH3:42])[C:36]([C:37]([NH2:39])=[O:38])=[C:35]([F:43])[CH:34]=2)[CH2:3][CH2:2]1. Given the reactants [CH:1]1(B(O)O)[CH2:3][CH2:2]1.C1(P(C2CCCCC2)C2CCCCC2)CCCCC1.C(=O)([O-])[O-].[K+].[K+].Br[C:33]1[CH:41]=[C:40]([CH3:42])[C:36]([C:37]([NH2:39])=[O:38])=[C:35]([F:43])[CH:34]=1, predict the reaction product. (5) The product is: [F:27][C:28]([F:33])([F:32])[C:29]([OH:31])=[O:30].[CH3:26][O:25][C:22]1[CH:21]=[CH:20][C:19]([C:16]2[N:15]=[C:14]([C@H:9]3[CH2:10][CH2:11][CH2:12][CH2:13][NH:8]3)[O:18][N:17]=2)=[CH:24][CH:23]=1. Given the reactants C(OC([N:8]1[CH2:13][CH2:12][CH2:11][CH2:10][C@@H:9]1[C:14]1[O:18][N:17]=[C:16]([C:19]2[CH:24]=[CH:23][C:22]([O:25][CH3:26])=[CH:21][CH:20]=2)[N:15]=1)=O)(C)(C)C.[F:27][C:28]([F:33])([F:32])[C:29]([OH:31])=[O:30], predict the reaction product. (6) Given the reactants C(#N)C.[N:4]1[NH:5][N:6]=[N:7][C:8]=1[CH2:9][C@H:10]1[CH2:15][CH2:14][C@H:13]([O:16][C:17](=[O:24])[C:18]2[CH:23]=[CH:22][CH:21]=[CH:20][CH:19]=2)[CH2:12][CH2:11]1.[CH3:25][O:26][C:27]1[CH:34]=[CH:33][C:30]([CH2:31]Cl)=[CH:29][CH:28]=1, predict the reaction product. The product is: [CH3:25][O:26][C:27]1[CH:34]=[CH:33][C:30]([CH2:31][N:6]2[N:5]=[N:4][C:8]([CH2:9][C@H:10]3[CH2:15][CH2:14][C@H:13]([O:16][C:17](=[O:24])[C:18]4[CH:19]=[CH:20][CH:21]=[CH:22][CH:23]=4)[CH2:12][CH2:11]3)=[N:7]2)=[CH:29][CH:28]=1.